From a dataset of Reaction yield outcomes from USPTO patents with 853,638 reactions. Predict the reaction yield, written as a fraction of the theoretical maximum amount of product (1.0 means a 100% yield; for example, 0.34 means a 34% yield). (1) The reactants are [N-]=[N+]=[N-].[ClH:4].[CH2:5]([C:8]1([NH2:18])[CH2:13][C:12]([CH3:15])([CH3:14])[CH2:11][C:10](C)([CH3:16])[CH2:9]1)C=C. No catalyst specified. The product is [ClH:4].[CH3:5][C:8]1([NH2:18])[CH2:13][C:12]([CH3:15])([CH3:14])[CH2:11][C:10]([CH3:16])=[CH:9]1. The yield is 0.600. (2) The reactants are [OH:1][C:2]1[CH:7]=[CH:6][C:5]([NH:8][C:9](=[O:11])[CH3:10])=[CH:4][C:3]=1[C:12]1[N:13]([CH3:17])[N:14]=[CH:15][CH:16]=1.C(=O)([O-])[O-].[Cs+].[Cs+].[CH3:24][O:25][CH2:26][CH2:27]Br. The catalyst is CN(C=O)C. The product is [CH3:24][O:25][CH2:26][CH2:27][O:1][C:2]1[CH:7]=[CH:6][C:5]([NH:8][C:9](=[O:11])[CH3:10])=[CH:4][C:3]=1[C:12]1[N:13]([CH3:17])[N:14]=[CH:15][CH:16]=1. The yield is 0.850. (3) The product is [ClH:3].[NH2:5][C:6]1([C:9]([O:11][CH2:20][CH3:21])=[O:10])[CH2:8][CH2:7]1. The yield is 0.806. The catalyst is O. The reactants are S(Cl)([Cl:3])=O.[NH2:5][C:6]1([C:9]([OH:11])=[O:10])[CH2:8][CH2:7]1.CO.C(=O)([O-])[O-].[K+].[K+].[CH2:20](O)[CH3:21]. (4) The reactants are CC([O-])(C)C.[K+].[CH3:7][N:8]1[C:16]2[C:11](=[CH:12][CH:13]=[CH:14][CH:15]=2)[CH:10]=[CH:9]1.[SiH:17]([CH2:26][CH2:27][CH2:28][CH3:29])([CH2:22][CH2:23][CH2:24][CH3:25])[CH2:18][CH2:19][CH2:20][CH3:21]. The catalyst is C1COCC1. The product is [CH3:7][N:8]1[C:16]2[C:11](=[CH:12][CH:13]=[CH:14][CH:15]=2)[CH:10]=[C:9]1[Si:17]([CH2:22][CH2:23][CH2:24][CH3:25])([CH2:26][CH2:27][CH2:28][CH3:29])[CH2:18][CH2:19][CH2:20][CH3:21]. The yield is 0.750. (5) The reactants are [NH2:1][N:2]1[CH2:7][C:6]([CH3:8])=[N:5][N:4]([CH3:9])[C:3]1=[O:10].[C:11]1([C:17]2[N:22]=[CH:21][C:20]([C:23](O)=[O:24])=[CH:19][N:18]=2)[CH:16]=[CH:15][CH:14]=[CH:13][CH:12]=1.C[N+]1(C2N=C(OC)N=C(OC)N=2)CCOCC1.[Cl-]. The catalyst is CN(C=O)C.CCOC(C)=O. The product is [CH3:9][N:4]1[C:3](=[O:10])[N:2]([NH:1][C:23]([C:20]2[CH:19]=[N:18][C:17]([C:11]3[CH:12]=[CH:13][CH:14]=[CH:15][CH:16]=3)=[N:22][CH:21]=2)=[O:24])[CH2:7][C:6]([CH3:8])=[N:5]1. The yield is 0.550.